From a dataset of NCI-60 drug combinations with 297,098 pairs across 59 cell lines. Regression. Given two drug SMILES strings and cell line genomic features, predict the synergy score measuring deviation from expected non-interaction effect. (1) Drug 1: CCCCC(=O)OCC(=O)C1(CC(C2=C(C1)C(=C3C(=C2O)C(=O)C4=C(C3=O)C=CC=C4OC)O)OC5CC(C(C(O5)C)O)NC(=O)C(F)(F)F)O. Drug 2: CC1=C(C(=O)C2=C(C1=O)N3CC4C(C3(C2COC(=O)N)OC)N4)N. Cell line: OVCAR-8. Synergy scores: CSS=49.0, Synergy_ZIP=-8.93, Synergy_Bliss=-12.9, Synergy_Loewe=-11.1, Synergy_HSA=-9.56. (2) Drug 1: COC1=C(C=C2C(=C1)N=CN=C2NC3=CC(=C(C=C3)F)Cl)OCCCN4CCOCC4. Drug 2: CNC(=O)C1=NC=CC(=C1)OC2=CC=C(C=C2)NC(=O)NC3=CC(=C(C=C3)Cl)C(F)(F)F. Cell line: HCT-15. Synergy scores: CSS=33.3, Synergy_ZIP=-6.85, Synergy_Bliss=-4.42, Synergy_Loewe=-6.70, Synergy_HSA=-1.43.